From a dataset of Forward reaction prediction with 1.9M reactions from USPTO patents (1976-2016). Predict the product of the given reaction. (1) The product is: [F:48][C:45]1[CH:46]=[CH:47][C:42]([N:39]2[C:38]3[CH:49]=[C:34]([C:11]4[N:7]([C:1]5[CH:6]=[CH:5][CH:4]=[CH:3][CH:2]=5)[CH:8]=[N:9][CH:10]=4)[CH:35]=[CH:36][C:37]=3[N:41]=[CH:40]2)=[CH:43][CH:44]=1. Given the reactants [C:1]1([N:7]2[CH:11]=[CH:10][N:9]=[CH:8]2)[CH:6]=[CH:5][CH:4]=[CH:3][CH:2]=1.[F-].[Cs+].C1([As](C2C=CC=CC=2)C2C=CC=CC=2)C=CC=CC=1.Br[C:34]1[CH:35]=[CH:36][C:37]2[N:41]=[CH:40][N:39]([C:42]3[CH:47]=[CH:46][C:45]([F:48])=[CH:44][CH:43]=3)[C:38]=2[CH:49]=1, predict the reaction product. (2) Given the reactants [CH3:1][N:2]1[CH:6]=[C:5]([C:7]2[CH:12]=[C:11]([O:13][C:14]3[CH:15]=[CH:16][C:17]([NH:20][C:21]([NH:23][C:24](=[O:32])[CH2:25][CH:26]4[CH2:31][CH2:30][O:29][CH2:28][CH2:27]4)=[O:22])=[N:18][CH:19]=3)[CH:10]=[CH:9][N:8]=2)[CH:4]=[N:3]1.N1C=CC=C[CH:34]=1.C1COCC1, predict the reaction product. The product is: [CH3:34][C:19]1[N:18]=[C:17]([NH:20][C:21]([NH:23][C:24](=[O:32])[CH2:25][CH:26]2[CH2:31][CH2:30][O:29][CH2:28][CH2:27]2)=[O:22])[CH:16]=[CH:15][C:14]=1[O:13][C:11]1[CH:10]=[CH:9][N:8]=[C:7]([C:5]2[CH:4]=[N:3][N:2]([CH3:1])[CH:6]=2)[CH:12]=1. (3) Given the reactants [CH:1]1([N:6]2[CH2:12][C:11]([F:14])([F:13])[C:10](=[O:15])[N:9]([CH3:16])[C:8]3[CH:17]=[N:18][C:19]([NH:21][C:22]4[CH:30]=[CH:29][C:25]([C:26](O)=[O:27])=[CH:24][C:23]=4[CH3:31])=[N:20][C:7]2=3)[CH2:5][CH2:4][CH2:3][CH2:2]1.O[N:33]1[C:37]2C=CC=CC=2N=N1.F[P-](F)(F)(F)(F)F.CN(C(N(C)C)=[N+]1C2C=CC=CC=2[N+]([O-])=N1)C.[CH:66]([N:69]([CH:72]([CH3:74])C)[CH2:70][CH3:71])([CH3:68])C.NC1CCN(C)CC1, predict the reaction product. The product is: [CH:1]1([N:6]2[CH2:12][C:11]([F:14])([F:13])[C:10](=[O:15])[N:9]([CH3:16])[C:8]3[CH:17]=[N:18][C:19]([NH:21][C:22]4[CH:30]=[CH:29][C:25]([C:26]([NH:33][CH:37]5[CH2:71][CH2:70][N:69]([CH2:66][CH3:68])[CH2:72][CH2:74]5)=[O:27])=[CH:24][C:23]=4[CH3:31])=[N:20][C:7]2=3)[CH2:5][CH2:4][CH2:3][CH2:2]1. (4) Given the reactants [CH3:1][N:2]([CH:4]=O)[CH3:3].[H-].[Na+].N1[C:16]2[C:11](=[CH:12][C:13]([O:17][C:18]3[CH:23]=[CH:22][N:21]=[C:20]([NH2:24])[CH:19]=3)=[CH:14][CH:15]=2)C=C1.C[NH:26][C:27](=O)[O:28]C1C=CC=CC=1, predict the reaction product. The product is: [CH3:3][N:2]1[C:1]2[C:15](=[CH:14][C:13]([O:17][C:18]3[CH:23]=[CH:22][N:21]=[C:20]([NH2:24])[CH:19]=3)=[CH:12][CH:11]=2)[CH:16]=[C:4]1[C:27]([NH2:26])=[O:28].